Dataset: Full USPTO retrosynthesis dataset with 1.9M reactions from patents (1976-2016). Task: Predict the reactants needed to synthesize the given product. (1) Given the product [C:1]([O:5][C:6]([NH:8][C:9]1[S:13][C:12]([C:14]2[C:15]([F:21])=[CH:16][CH:17]=[CH:18][C:19]=2[F:20])=[N:11][C:10]=1[C:22]([NH:24][C:25]1[CH:29]=[N:28][N:27]([CH3:30])[C:26]=1[N:31]1[CH2:37][CH2:36][C@@H:35]([OH:38])[C@@H:34]([NH:39][C:40](=[O:46])[O:41][C:42]([CH3:45])([CH3:44])[CH3:43])[CH2:33][CH2:32]1)=[O:23])=[O:7])([CH3:3])([CH3:4])[CH3:2], predict the reactants needed to synthesize it. The reactants are: [C:1]([O:5][C:6]([NH:8][C:9]1[S:13][C:12]([C:14]2[C:19]([F:20])=[CH:18][CH:17]=[CH:16][C:15]=2[F:21])=[N:11][C:10]=1[C:22]([NH:24][C:25]1[CH:29]=[N:28][N:27]([CH3:30])[C:26]=1[N:31]1[CH2:37][CH2:36][C@H:35]([OH:38])[C@H:34]([NH:39][C:40](=[O:46])[O:41][C:42]([CH3:45])([CH3:44])[CH3:43])[CH2:33][CH2:32]1)=[O:23])=[O:7])([CH3:4])([CH3:3])[CH3:2].O[C@@H]1CCN(C2N(C)N=CC=2[N+]([O-])=O)CC[C@@H]1NC(=O)OC(C)(C)C. (2) Given the product [Br:1][C:2]1[C:24]([F:25])=[CH:23][C:5]2[O:6][C:7]3[CH:22]=[CH:21][CH:20]=[CH:19][C:8]=3[C@H:9]3[C@H:14]([NH:28][C:31](=[O:53])[O:34][CH3:35])[CH2:13][CH2:12][C:11](=[O:18])[N:10]3[C:4]=2[CH:3]=1, predict the reactants needed to synthesize it. The reactants are: [Br:1][C:2]1[C:24]([F:25])=[CH:23][C:5]2[O:6][C:7]3[CH:22]=[CH:21][CH:20]=[CH:19][C:8]=3[C@H:9]3[C@H:14](C(O)=O)[CH2:13][CH2:12][C:11](=[O:18])[N:10]3[C:4]=2[CH:3]=1.C([N:28]([CH2:31]C)CC)C.P(N=[N+]=[N-])(=O)(OC1C=CC=CC=1)[O:34][C:35]1C=CC=CC=1.C[OH:53]. (3) Given the product [F:21][C:15]1[CH:14]=[C:13]([CH:18]=[C:17]([F:19])[C:16]=1[OH:20])[CH2:12][N:8]1[C:7](=[O:22])[CH:6]=[C:5]2[C:10]([CH:11]=[C:2]([C:25]#[C:24][CH2:23][CH:26]3[CH:30]=[N:29][N:28]=[N:27]3)[CH:3]=[CH:4]2)=[CH:9]1, predict the reactants needed to synthesize it. The reactants are: Br[C:2]1[CH:3]=[CH:4][C:5]2[C:10]([CH:11]=1)=[CH:9][N:8]([CH2:12][C:13]1[CH:18]=[C:17]([F:19])[C:16]([OH:20])=[C:15]([F:21])[CH:14]=1)[C:7](=[O:22])[CH:6]=2.[CH2:23]([CH:26]1[CH:30]=[N:29][N:28]=[N:27]1)[C:24]#[CH:25].C(N(CC)CC)C. (4) Given the product [Br:9][C:5]1[C:6]([F:8])=[CH:7][C:2]2[NH:1][C:19](=[O:21])[O:10][C:3]=2[CH:4]=1, predict the reactants needed to synthesize it. The reactants are: [NH2:1][C:2]1[CH:7]=[C:6]([F:8])[C:5]([Br:9])=[CH:4][C:3]=1[OH:10].C(N(CC)CC)C.Cl[C:19](Cl)([O:21]C(=O)OC(Cl)(Cl)Cl)Cl.[OH-].[Na+].O. (5) Given the product [CH3:27][O:11][C:10](=[O:12])[C:9]1[CH:13]=[CH:14][N:15]=[C:7]([N:6]2[C:2](=[O:1])[C:3]([C:16]3[CH:17]=[N:18][CH:19]=[CH:20][CH:21]=3)=[CH:4][NH:5]2)[CH:8]=1, predict the reactants needed to synthesize it. The reactants are: [O:1]=[C:2]1[N:6]([C:7]2[CH:8]=[C:9]([CH:13]=[CH:14][N:15]=2)[C:10]([OH:12])=[O:11])[NH:5][CH:4]=[C:3]1[C:16]1[CH:17]=[N:18][CH:19]=[CH:20][CH:21]=1.S(=O)(=O)(O)O.[CH3:27]O. (6) Given the product [F:29][C:18]1[CH:17]=[C:16]([C:11]2[C:6]([N:1]3[CH2:5][CH2:4][CH2:3][CH2:2]3)=[N:7][CH:8]=[CH:9][CH:10]=2)[CH:21]=[CH:20][C:19]=1[C:22]1[N:23]=[CH:24][C:25]([NH2:28])=[N:26][CH:27]=1, predict the reactants needed to synthesize it. The reactants are: [N:1]1([C:6]2[C:11](B(O)O)=[CH:10][CH:9]=[CH:8][N:7]=2)[CH2:5][CH2:4][CH2:3][CH2:2]1.Br[C:16]1[CH:21]=[CH:20][C:19]([C:22]2[N:23]=[CH:24][C:25]([NH2:28])=[N:26][CH:27]=2)=[C:18]([F:29])[CH:17]=1.